Dataset: Forward reaction prediction with 1.9M reactions from USPTO patents (1976-2016). Task: Predict the product of the given reaction. (1) Given the reactants Cl[C:2]1[C:10]2[N:9]3[CH:11]=[C:12]([CH3:14])[N:13]=[C:8]3[N:7]([CH2:15][C:16]3[CH:21]=[CH:20][C:19]([O:22][CH3:23])=[CH:18][C:17]=3[O:24][CH3:25])[C:6]=2[N:5]=[CH:4][CH:3]=1.[CH3:26][N:27](C=O)C, predict the reaction product. The product is: [CH3:25][O:24][C:17]1[CH:18]=[C:19]([O:22][CH3:23])[CH:20]=[CH:21][C:16]=1[CH2:15][N:7]1[C:6]2[C:10](=[C:2]([C:26]#[N:27])[CH:3]=[CH:4][N:5]=2)[N:9]2[CH:11]=[C:12]([CH3:14])[N:13]=[C:8]12. (2) Given the reactants C([O:8][C@@H:9]1[C@@H:40]([O:41]CC2C=CC=CC=2)[C@H:39]([O:49][C@@H:50]2[O:79][C@H:78]([CH3:80])[C@@H:69]([O:70]CC3C=CC=CC=3)[C@H:60]([O:61]CC3C=CC=CC=3)[C@H:51]2[O:52]CC2C=CC=CC=2)[C@@H:38]([CH2:81][O:82]CC2C=CC=CC=2)[O:37][C@@H:10]1[O:11][C@H:12]1[C@H:16]([O:17]CC2C=CC=CC=2)[CH2:15][N:14](C(OCC2C=CC=CC=2)=O)[C@H:13]1[CH2:35][F:36])C1C=CC=CC=1, predict the reaction product. The product is: [C@@H:50]1([O:49][C@@H:39]2[C@@H:38]([CH2:81][OH:82])[O:37][C@H:10]([O:11][C@H:12]3[C@H:16]([OH:17])[CH2:15][NH:14][C@H:13]3[CH2:35][F:36])[C@H:9]([OH:8])[C@H:40]2[OH:41])[O:79][C@H:78]([CH3:80])[C@@H:69]([OH:70])[C@H:60]([OH:61])[C@H:51]1[OH:52]. (3) The product is: [OH:11][CH2:10][CH2:9][CH2:8][C:5]1[CH:4]=[CH:3][C:2]([NH:1][C:26]([NH2:25])=[S:27])=[N:7][CH:6]=1. Given the reactants [NH2:1][C:2]1[N:7]=[CH:6][C:5]([CH2:8][CH2:9][CH2:10][OH:11])=[CH:4][CH:3]=1.CN(C=O)C.C([N:25]=[C:26]=[S:27])(=O)C1C=CC=CC=1, predict the reaction product. (4) Given the reactants [Cl:1][C:2]1[C:3]([Cl:11])=[N:4][CH:5]=[C:6]([CH:10]=1)[C:7]([OH:9])=[O:8].[CH3:12][Si](C=[N+]=[N-])(C)C, predict the reaction product. The product is: [Cl:1][C:2]1[C:3]([Cl:11])=[N:4][CH:5]=[C:6]([CH:10]=1)[C:7]([O:9][CH3:12])=[O:8]. (5) Given the reactants [Cl:1][C:2]1[CH:7]=[C:6]([Cl:8])[C:5]([O:9][CH3:10])=[CH:4][C:3]=1[NH:11][C:12]1[C:21]2[C:16](=[CH:17][C:18]([C:24]3[CH:28]=[C:27]([CH:29](OCC)[O:30]CC)[O:26][CH:25]=3)=[C:19]([O:22][CH3:23])[CH:20]=2)[N:15]=[CH:14][C:13]=1[C:36]#[N:37].Cl.C(=O)(O)[O-].[Na+], predict the reaction product. The product is: [Cl:1][C:2]1[CH:7]=[C:6]([Cl:8])[C:5]([O:9][CH3:10])=[CH:4][C:3]=1[NH:11][C:12]1[C:21]2[C:16](=[CH:17][C:18]([C:24]3[CH:28]=[C:27]([CH:29]=[O:30])[O:26][CH:25]=3)=[C:19]([O:22][CH3:23])[CH:20]=2)[N:15]=[CH:14][C:13]=1[C:36]#[N:37]. (6) Given the reactants [C:1]([C:3]1[C:11]2[CH2:10][CH2:9][N:8]([C:12]([O:14][CH2:15][CH3:16])=[O:13])[CH2:7][C:6]=2[O:5][C:4]=1/[N:17]=[CH:18]/[N:19](C)C)#[N:2].[C:22]([C:24]1[CH:25]=[C:26]([CH:28]=[CH:29][CH:30]=1)N)#[CH:23], predict the reaction product. The product is: [C:22]([C:24]1[CH:30]=[C:29]([NH:2][C:1]2[C:3]3[C:11]4[CH2:10][CH2:9][N:8]([C:12]([O:14][CH2:15][CH3:16])=[O:13])[CH2:7][C:6]=4[O:5][C:4]=3[N:17]=[CH:18][N:19]=2)[CH:28]=[CH:26][CH:25]=1)#[CH:23].